This data is from Catalyst prediction with 721,799 reactions and 888 catalyst types from USPTO. The task is: Predict which catalyst facilitates the given reaction. (1) Reactant: [CH3:1][N:2]1[CH:6]=[CH:5][C:4]([C:7]2[CH:12]=[CH:11][N:10]=[CH:9][CH:8]=2)=[N:3]1.[Br:13]Br.CO. Product: [Br:13][C:5]1[C:4]([C:7]2[CH:12]=[CH:11][N:10]=[CH:9][CH:8]=2)=[N:3][N:2]([CH3:1])[CH:6]=1. The catalyst class is: 789. (2) Reactant: [NH2:1][C:2]1[C:3]([C:8]([F:11])([F:10])[F:9])=[N:4][CH:5]=[CH:6][CH:7]=1.Cl[C:13]([O:15][C:16]1[CH:21]=[CH:20][CH:19]=[CH:18][CH:17]=1)=[O:14]. The catalyst class is: 10. Product: [C:16]1([O:15][C:13](=[O:14])[NH:1][C:2]2[C:3]([C:8]([F:11])([F:9])[F:10])=[N:4][CH:5]=[CH:6][CH:7]=2)[CH:21]=[CH:20][CH:19]=[CH:18][CH:17]=1. (3) Product: [Cl:1][C:2]1[C:3]([C:4]([NH:30][C:28]2[CH:29]=[CH:21][C:20]([Cl:23])=[CH:26][CH:27]=2)=[O:6])=[CH:7][CH:8]=[CH:9][N:10]=1. Reactant: [Cl:1][C:2]1[N:10]=[CH:9][CH:8]=[CH:7][C:3]=1[C:4]([OH:6])=O.CCN(C(C)C)C(C)C.[CH2:20]([Cl:23])[CH2:21]Cl.C1C=[CH:26][C:27]2N(O)N=[N:30][C:28]=2[CH:29]=1. The catalyst class is: 2. (4) Reactant: [F:1][C:2]1[CH:7]=[CH:6][C:5]([CH2:8][C:9]([NH:11][CH:12]2[CH2:17][CH2:16][NH:15][CH2:14][CH2:13]2)=[O:10])=[CH:4][CH:3]=1.[N:18]1[C:27]2[C:22](=[CH:23][CH:24]=[CH:25][CH:26]=2)[CH:21]=[CH:20][C:19]=1[CH:28]=O.C(O[BH-](OC(=O)C)OC(=O)C)(=O)C.[Na+].C(=O)([O-])O.[Na+]. Product: [F:1][C:2]1[CH:7]=[CH:6][C:5]([CH2:8][C:9]([NH:11][CH:12]2[CH2:17][CH2:16][N:15]([CH2:28][C:19]3[CH:20]=[CH:21][C:22]4[C:27](=[CH:26][CH:25]=[CH:24][CH:23]=4)[N:18]=3)[CH2:14][CH2:13]2)=[O:10])=[CH:4][CH:3]=1. The catalyst class is: 68. (5) Reactant: Cl[C:2]1[CH:3]=[CH:4][CH:5]=[C:6]2[C:11]=1[N:10]=[CH:9][C:8]([S:12]([C:15]1[CH:20]=[CH:19][C:18]([F:21])=[CH:17][CH:16]=1)(=[O:14])=[O:13])=[CH:7]2.[CH3:22][N:23]([CH3:30])[CH:24]1[CH2:29][CH2:28][NH:27][CH2:26][CH2:25]1.C1(P(C2CCCCC2)C2C=CC=CC=2C2C=CC=CC=2N(C)C)CCCCC1.CC(C)([O-])C.[Na+]. Product: [F:21][C:18]1[CH:19]=[CH:20][C:15]([S:12]([C:8]2[CH:9]=[N:10][C:11]3[C:6]([CH:7]=2)=[CH:5][CH:4]=[CH:3][C:2]=3[N:27]2[CH2:28][CH2:29][CH:24]([N:23]([CH3:30])[CH3:22])[CH2:25][CH2:26]2)(=[O:14])=[O:13])=[CH:16][CH:17]=1. The catalyst class is: 62. (6) Reactant: [CH2:1]([OH:19])[CH2:2][O:3][CH2:4][CH2:5][O:6][CH2:7][CH2:8][O:9][CH2:10][CH2:11][O:12][CH2:13][CH2:14][O:15][CH2:16][CH2:17][OH:18].[CH2:20](Br)[C:21]1[CH:26]=[CH:25][CH:24]=[CH:23][CH:22]=1.C(OC(C)C)(C)C.[OH-].[Na+]. Product: [C:21]1([CH2:20][O:18][CH2:17][CH2:16][O:15][CH2:14][CH2:13][O:12][CH2:11][CH2:10][O:9][CH2:8][CH2:7][O:6][CH2:5][CH2:4][O:3][CH2:2][CH2:1][OH:19])[CH:26]=[CH:25][CH:24]=[CH:23][CH:22]=1. The catalyst class is: 132. (7) The catalyst class is: 1. Reactant: [C:1]([C:4]1[C:8]([CH3:9])=[CH:7][NH:6][C:5]=1[CH3:10])(=[O:3])[CH3:2].C1C(=O)N([Br:18])C(=O)C1.S([O-])([O-])=O.[Na+].[Na+]. Product: [C:1]([C:4]1[C:8]([CH3:9])=[C:7]([Br:18])[NH:6][C:5]=1[CH3:10])(=[O:3])[CH3:2]. (8) Reactant: [C:1]([O:5][C:6]([N:8]1[CH2:13][C@H:12]([O:14][C:15]2[CH:20]=[C:19]([O:21]CC3C=CC(OC)=CC=3)[CH:18]=[CH:17][N:16]=2)[CH2:11][CH2:10][C@H:9]1[CH3:31])=[O:7])([CH3:4])([CH3:3])[CH3:2]. Product: [OH:21][C:19]1[CH:18]=[CH:17][N:16]=[C:15]([O:14][C@H:12]2[CH2:13][N:8]([C:6]([O:5][C:1]([CH3:4])([CH3:3])[CH3:2])=[O:7])[C@H:9]([CH3:31])[CH2:10][CH2:11]2)[CH:20]=1. The catalyst class is: 43.